Dataset: Peptide-MHC class I binding affinity with 185,985 pairs from IEDB/IMGT. Task: Regression. Given a peptide amino acid sequence and an MHC pseudo amino acid sequence, predict their binding affinity value. This is MHC class I binding data. (1) The peptide sequence is ILKGKFQTA. The MHC is HLA-A24:02 with pseudo-sequence HLA-A24:02. The binding affinity (normalized) is 0.0847. (2) The peptide sequence is KLYVNGKAY. The MHC is HLA-B57:01 with pseudo-sequence HLA-B57:01. The binding affinity (normalized) is 0.424.